Dataset: Catalyst prediction with 721,799 reactions and 888 catalyst types from USPTO. Task: Predict which catalyst facilitates the given reaction. (1) The catalyst class is: 5. Product: [CH3:1][O:2][C:3]([C:5]1[C:14]2[CH2:13][CH2:12][CH2:11][CH2:10][C:9]=2[CH:8]=[CH:7][C:6]=1[NH:15][S:16]([C:19]1[CH:23]=[CH:22][S:21][C:20]=1[C:24]([OH:26])=[O:25])(=[O:18])=[O:17])=[O:4]. Reactant: [CH3:1][O:2][C:3]([C:5]1[C:14]2[CH2:13][CH2:12][CH2:11][CH2:10][C:9]=2[CH:8]=[CH:7][C:6]=1[NH:15][S:16]([C:19]1[CH:23]=[CH:22][S:21][C:20]=1[C:24]([O:26]C)=[O:25])(=[O:18])=[O:17])=[O:4].O.O.[OH-].[Li+].Cl. (2) Reactant: [C:1]([O:7][CH2:8][CH3:9])(=[O:6])[CH2:2][C:3]([CH3:5])=O.[CH3:10][O:11][C:12]1[CH:13]=[C:14]2[C:19](=[CH:20][CH:21]=1)[N+:18]([O-])=CC=[CH:15]2.Cl. Product: [CH3:10][O:11][C:12]1[CH:13]=[C:14]2[C:19](=[CH:20][CH:21]=1)[N:18]=[C:3]([CH2:2][C:1]([O:7][CH2:8][CH3:9])=[O:6])[CH:5]=[CH:15]2. The catalyst class is: 152.